This data is from Forward reaction prediction with 1.9M reactions from USPTO patents (1976-2016). The task is: Predict the product of the given reaction. (1) Given the reactants Cl.C(N=C=NCCCN(C)C)C.[CH3:13][O:14][C:15](=[O:21])[CH2:16][S:17]([NH2:20])(=[O:19])=[O:18].[CH:22]1([C:28]2[C:29]3[CH:30]=[CH:31][C:32]([C:50](O)=[O:51])=[CH:33][C:34]=3[N:35]3[CH2:42][CH2:41][N:40]([CH3:43])[CH2:39][C:38]4[CH:44]=[C:45]([O:48][CH3:49])[CH:46]=[CH:47][C:37]=4[C:36]=23)[CH2:27][CH2:26][CH2:25][CH2:24][CH2:23]1, predict the reaction product. The product is: [CH:22]1([C:28]2[C:29]3[CH:30]=[CH:31][C:32]([C:50]([NH:20][S:17]([CH2:16][C:15]([O:14][CH3:13])=[O:21])(=[O:19])=[O:18])=[O:51])=[CH:33][C:34]=3[N:35]3[CH2:42][CH2:41][N:40]([CH3:43])[CH2:39][C:38]4[CH:44]=[C:45]([O:48][CH3:49])[CH:46]=[CH:47][C:37]=4[C:36]=23)[CH2:23][CH2:24][CH2:25][CH2:26][CH2:27]1. (2) Given the reactants O[CH:2]([C:11]1[CH:23]=[CH:22][C:14]([C:15]([O:17][C:18]([CH3:21])([CH3:20])[CH3:19])=[O:16])=[CH:13][C:12]=1[C:24]([N:26]1[CH2:35][CH2:34][C:33]2[C:28](=[CH:29][CH:30]=[CH:31][CH:32]=2)[CH2:27]1)=[O:25])[CH:3]([N+:8]([O-:10])=[O:9])[CH2:4][CH2:5][CH2:6][CH3:7].C(OC(=O)C)(=O)C, predict the reaction product. The product is: [N+:8]([C:3]([CH2:4][CH2:5][CH2:6][CH3:7])=[CH:2][C:11]1[CH:23]=[CH:22][C:14]([C:15]([O:17][C:18]([CH3:21])([CH3:20])[CH3:19])=[O:16])=[CH:13][C:12]=1[C:24]([N:26]1[CH2:35][CH2:34][C:33]2[C:28](=[CH:29][CH:30]=[CH:31][CH:32]=2)[CH2:27]1)=[O:25])([O-:10])=[O:9]. (3) Given the reactants C[O:2][C:3](=[O:38])[CH2:4][C:5]1[CH:14]=[C:13]2[C:8]([CH2:9][CH2:10][CH:11]([CH2:15][CH2:16][CH2:17][N:18]([C:30]3[N:35]=[CH:34][C:33]([CH2:36][CH3:37])=[CH:32][N:31]=3)[CH2:19][C:20]3[CH:25]=[CH:24][C:23]([C:26]([F:29])([F:28])[F:27])=[CH:22][CH:21]=3)[O:12]2)=[CH:7][CH:6]=1.[Li+].[OH-], predict the reaction product. The product is: [CH2:36]([C:33]1[CH:32]=[N:31][C:30]([N:18]([CH2:19][C:20]2[CH:21]=[CH:22][C:23]([C:26]([F:27])([F:28])[F:29])=[CH:24][CH:25]=2)[CH2:17][CH2:16][CH2:15][CH:11]2[CH2:10][CH2:9][C:8]3[C:13](=[CH:14][C:5]([CH2:4][C:3]([OH:38])=[O:2])=[CH:6][CH:7]=3)[O:12]2)=[N:35][CH:34]=1)[CH3:37]. (4) Given the reactants [F:1][C:2]1[CH:3]=[C:4]([CH:53]=[C:54]([F:56])[CH:55]=1)[CH2:5][C@H:6]([NH:24][C:25]([C:27]1[C:28]2[CH2:29][CH2:30][N:31]([CH:46]([CH2:50][CH2:51][CH3:52])[CH2:47][CH2:48][CH3:49])[C:32](=[O:45])[C:33]=2[CH:34]=[C:35]([C:37]2[CH:42]=[CH:41][CH:40]=[C:39]([C:43]#[N:44])[CH:38]=2)[CH:36]=1)=[O:26])[C@H:7]([OH:23])[CH2:8][NH:9][C:10]1([C:13]2[CH:18]=[CH:17][CH:16]=[C:15]([C:19]([F:22])([F:21])[F:20])[CH:14]=2)[CH2:12][CH2:11]1.[ClH:57], predict the reaction product. The product is: [ClH:57].[F:1][C:2]1[CH:3]=[C:4]([CH:53]=[C:54]([F:56])[CH:55]=1)[CH2:5][C@H:6]([NH:24][C:25]([C:27]1[C:28]2[CH2:29][CH2:30][N:31]([CH:46]([CH2:47][CH2:48][CH3:49])[CH2:50][CH2:51][CH3:52])[C:32](=[O:45])[C:33]=2[CH:34]=[C:35]([C:37]2[CH:42]=[CH:41][CH:40]=[C:39]([C:43]#[N:44])[CH:38]=2)[CH:36]=1)=[O:26])[C@H:7]([OH:23])[CH2:8][NH:9][C:10]1([C:13]2[CH:18]=[CH:17][CH:16]=[C:15]([C:19]([F:22])([F:21])[F:20])[CH:14]=2)[CH2:12][CH2:11]1.